Task: Regression. Given two drug SMILES strings and cell line genomic features, predict the synergy score measuring deviation from expected non-interaction effect.. Dataset: NCI-60 drug combinations with 297,098 pairs across 59 cell lines (1) Drug 1: CCCS(=O)(=O)NC1=C(C(=C(C=C1)F)C(=O)C2=CNC3=C2C=C(C=N3)C4=CC=C(C=C4)Cl)F. Drug 2: CCC1=CC2CC(C3=C(CN(C2)C1)C4=CC=CC=C4N3)(C5=C(C=C6C(=C5)C78CCN9C7C(C=CC9)(C(C(C8N6C)(C(=O)OC)O)OC(=O)C)CC)OC)C(=O)OC.C(C(C(=O)O)O)(C(=O)O)O. Cell line: HCT116. Synergy scores: CSS=27.8, Synergy_ZIP=1.13, Synergy_Bliss=-0.0441, Synergy_Loewe=-39.7, Synergy_HSA=-1.25. (2) Drug 1: CCCS(=O)(=O)NC1=C(C(=C(C=C1)F)C(=O)C2=CNC3=C2C=C(C=N3)C4=CC=C(C=C4)Cl)F. Drug 2: CC1OCC2C(O1)C(C(C(O2)OC3C4COC(=O)C4C(C5=CC6=C(C=C35)OCO6)C7=CC(=C(C(=C7)OC)O)OC)O)O. Cell line: SNB-75. Synergy scores: CSS=30.1, Synergy_ZIP=3.92, Synergy_Bliss=8.95, Synergy_Loewe=-0.899, Synergy_HSA=7.59. (3) Drug 1: CN(CCCl)CCCl.Cl. Drug 2: C(CC(=O)O)C(=O)CN.Cl. Cell line: BT-549. Synergy scores: CSS=19.0, Synergy_ZIP=-5.24, Synergy_Bliss=-0.517, Synergy_Loewe=-2.06, Synergy_HSA=-1.97. (4) Drug 1: CC1=C(C(CCC1)(C)C)C=CC(=CC=CC(=CC(=O)O)C)C. Drug 2: CN1C(=O)N2C=NC(=C2N=N1)C(=O)N. Cell line: TK-10. Synergy scores: CSS=-1.16, Synergy_ZIP=-0.838, Synergy_Bliss=-0.760, Synergy_Loewe=-2.99, Synergy_HSA=-2.35. (5) Drug 1: C#CCC(CC1=CN=C2C(=N1)C(=NC(=N2)N)N)C3=CC=C(C=C3)C(=O)NC(CCC(=O)O)C(=O)O. Drug 2: CN(CCCl)CCCl.Cl. Cell line: OVCAR-8. Synergy scores: CSS=20.6, Synergy_ZIP=-2.98, Synergy_Bliss=-2.50, Synergy_Loewe=3.34, Synergy_HSA=1.44. (6) Drug 1: C1C(C(OC1N2C=NC(=NC2=O)N)CO)O. Drug 2: COCCOC1=C(C=C2C(=C1)C(=NC=N2)NC3=CC=CC(=C3)C#C)OCCOC.Cl. Cell line: HOP-62. Synergy scores: CSS=10.4, Synergy_ZIP=2.19, Synergy_Bliss=7.65, Synergy_Loewe=-8.80, Synergy_HSA=3.62. (7) Drug 1: C1CC(=O)NC(=O)C1N2CC3=C(C2=O)C=CC=C3N. Drug 2: CCCCCOC(=O)NC1=NC(=O)N(C=C1F)C2C(C(C(O2)C)O)O. Cell line: A498. Synergy scores: CSS=13.7, Synergy_ZIP=-5.19, Synergy_Bliss=-1.52, Synergy_Loewe=-0.171, Synergy_HSA=0.122. (8) Drug 1: CC1=C2C(C(=O)C3(C(CC4C(C3C(C(C2(C)C)(CC1OC(=O)C(C(C5=CC=CC=C5)NC(=O)OC(C)(C)C)O)O)OC(=O)C6=CC=CC=C6)(CO4)OC(=O)C)OC)C)OC. Drug 2: C#CCC(CC1=CN=C2C(=N1)C(=NC(=N2)N)N)C3=CC=C(C=C3)C(=O)NC(CCC(=O)O)C(=O)O. Cell line: NCI-H322M. Synergy scores: CSS=42.9, Synergy_ZIP=0.474, Synergy_Bliss=-0.0379, Synergy_Loewe=-0.113, Synergy_HSA=0.412. (9) Drug 1: C1=C(C(=O)NC(=O)N1)F. Drug 2: CC1C(C(CC(O1)OC2CC(CC3=C2C(=C4C(=C3O)C(=O)C5=C(C4=O)C(=CC=C5)OC)O)(C(=O)CO)O)N)O.Cl. Cell line: SR. Synergy scores: CSS=53.5, Synergy_ZIP=-19.4, Synergy_Bliss=-34.7, Synergy_Loewe=-29.9, Synergy_HSA=-28.7. (10) Cell line: K-562. Drug 2: CC1=C(C=C(C=C1)C(=O)NC2=CC(=CC(=C2)C(F)(F)F)N3C=C(N=C3)C)NC4=NC=CC(=N4)C5=CN=CC=C5. Synergy scores: CSS=26.9, Synergy_ZIP=-1.03, Synergy_Bliss=-1.03, Synergy_Loewe=-42.3, Synergy_HSA=-1.01. Drug 1: C1=NC2=C(N=C(N=C2N1C3C(C(C(O3)CO)O)O)F)N.